This data is from Forward reaction prediction with 1.9M reactions from USPTO patents (1976-2016). The task is: Predict the product of the given reaction. Given the reactants Br[C:2]1[S:3][C:4](N([C@H]2CC[C@H](N(C)C)CC2)CC)=[C:5]([CH3:10])[C:6]=1[C:7](O)=[O:8].Cl.[NH2:24]CC1C(=O)C=C(C)NC=1C.C(N(CC)C(C)C)(C)C.C1CN([P+](Br)(N2CCCC2)N2CCCC2)CC1.F[P-](F)(F)(F)(F)F, predict the reaction product. The product is: [CH3:10][C:5]1[C:6]([C:7]([NH2:24])=[O:8])=[CH:2][S:3][CH:4]=1.